Predict the reactants needed to synthesize the given product. From a dataset of Full USPTO retrosynthesis dataset with 1.9M reactions from patents (1976-2016). (1) Given the product [Cl:1][C:2]1[N:11]=[C:10]([NH:3][C:4]2[CH:9]=[CH:8][C:13]([CH3:14])=[CH:6][CH:5]=2)[C:9]2[C:4](=[CH:5][CH:6]=[CH:7][CH:8]=2)[N:3]=1, predict the reactants needed to synthesize it. The reactants are: [Cl:1][C:2]1[N:11]=[C:10](Cl)[C:9]2[C:4](=[CH:5][CH:6]=[CH:7][CH:8]=2)[N:3]=1.[C:13]([O-])(=O)[CH3:14].[K+].O. (2) Given the product [NH2:17][CH:16]([C:29]1[CH:30]=[CH:31][C:32]([Cl:35])=[CH:33][CH:34]=1)[C:15]1([NH2:22])[CH2:12][CH2:13][CH2:14][CH2:9]1, predict the reactants needed to synthesize it. The reactants are: FC(F)(F)C(O)=O.Cl[C:9]1[CH:14]=[CH:13][C:12]([C@H:15]2[N:22]3C(SC(C(O)=O)=C3COC)=[N:17][C@H:16]2[C:29]2[CH:34]=[CH:33][C:32]([Cl:35])=[CH:31][CH:30]=2)=CC=1. (3) The reactants are: C([O:5][C:6](=[O:36])[CH:7]=[CH:8][C:9]1[CH:14]=[CH:13][C:12]([O:15][C:16]([F:19])([F:18])[F:17])=[C:11]([C:20]2[C:21]([CH3:35])=[CH:22][C:23]3[C:28]([CH3:30])([CH3:29])[O:27][C:26](=[O:31])[N:25]([CH2:32][CH3:33])[C:24]=3[CH:34]=2)[CH:10]=1)(C)(C)C. Given the product [CH2:32]([N:25]1[C:24]2[CH:34]=[C:20]([C:11]3[CH:10]=[C:9]([CH:8]=[CH:7][C:6]([OH:36])=[O:5])[CH:14]=[CH:13][C:12]=3[O:15][C:16]([F:19])([F:17])[F:18])[C:21]([CH3:35])=[CH:22][C:23]=2[C:28]([CH3:30])([CH3:29])[O:27][C:26]1=[O:31])[CH3:33], predict the reactants needed to synthesize it. (4) Given the product [CH2:1]([O:3][C:4]([C:6]1[CH:7]=[N:8][N:9]([C:18]2[N:23]=[C:22]([C:24]3[CH:50]=[CH:49][CH:48]=[CH:47][C:25]=3[O:26][CH2:27][C:28]3[CH:33]=[CH:32][C:31]([CH:34]4[CH2:35][CH2:36][N:37]([C:40]([O:42][C:43]([CH3:46])([CH3:44])[CH3:45])=[O:41])[CH2:38][CH2:39]4)=[CH:30][CH:29]=3)[CH:21]=[CH:20][CH:19]=2)[C:10]=1[C:11]([F:16])([F:17])[C:12]([F:13])([F:14])[F:15])=[O:5])[CH3:2], predict the reactants needed to synthesize it. The reactants are: [CH2:1]([O:3][C:4]([C:6]1[CH:7]=[N:8][N:9]([C:18]2[N:23]=[C:22]([C:24]3[CH:50]=[CH:49][CH:48]=[CH:47][C:25]=3[O:26][CH2:27][C:28]3[CH:33]=[CH:32][C:31]([C:34]4[CH2:35][CH2:36][N:37]([C:40]([O:42][C:43]([CH3:46])([CH3:45])[CH3:44])=[O:41])[CH2:38][CH:39]=4)=[CH:30][CH:29]=3)[CH:21]=[CH:20][CH:19]=2)[C:10]=1[C:11]([F:17])([F:16])[C:12]([F:15])([F:14])[F:13])=[O:5])[CH3:2].[H][H]. (5) Given the product [CH3:1][O:2][C:3](=[O:15])[C:4]1[C:9]([C:10]([F:13])([F:12])[F:11])=[CH:8][C:7]([NH:19][C:18]2[CH:20]=[CH:21][C:22]([Cl:24])=[CH:23][C:17]=2[Cl:16])=[N:6][CH:5]=1, predict the reactants needed to synthesize it. The reactants are: [CH3:1][O:2][C:3](=[O:15])[C:4]1[C:9]([C:10]([F:13])([F:12])[F:11])=[CH:8][C:7](Cl)=[N:6][CH:5]=1.[Cl:16][C:17]1[CH:23]=[C:22]([Cl:24])[CH:21]=[CH:20][C:18]=1[NH2:19]. (6) Given the product [Br:1][C:2]1[CH:10]=[CH:9][C:5]([C:6]([O:8][CH2:12][CH3:13])=[O:7])=[C:4]([F:11])[CH:3]=1, predict the reactants needed to synthesize it. The reactants are: [Br:1][C:2]1[CH:10]=[CH:9][C:5]([C:6]([OH:8])=[O:7])=[C:4]([F:11])[CH:3]=1.[CH3:12][CH2:13]N=C=NCCCN(C)C.CCO.